The task is: Predict the reactants needed to synthesize the given product.. This data is from Full USPTO retrosynthesis dataset with 1.9M reactions from patents (1976-2016). (1) Given the product [CH2:24]([O:6][C:5](=[O:7])[C@@:4]([CH2:9][OH:10])([CH3:8])[CH2:3][C@H:2]([NH2:1])[CH2:11][C:12]1[CH:13]=[CH:14][C:15]([C:18]2[CH:23]=[CH:22][CH:21]=[CH:20][CH:19]=2)=[CH:16][CH:17]=1)[CH3:25], predict the reactants needed to synthesize it. The reactants are: [NH2:1][C@H:2]([CH2:11][C:12]1[CH:17]=[CH:16][C:15]([C:18]2[CH:23]=[CH:22][CH:21]=[CH:20][CH:19]=2)=[CH:14][CH:13]=1)[CH2:3][C@:4]([CH2:9][OH:10])([CH3:8])[C:5]([OH:7])=[O:6].[CH3:24][CH2:25]O.Cl. (2) Given the product [CH3:1][O:2][C:3]1[CH:8]=[CH:7][C:6]([NH:9][C:10](=[O:22])[CH2:11][C:12]2[CH:21]=[CH:20][C:15]([C:16]([OH:18])=[O:17])=[CH:14][CH:13]=2)=[C:5]([C:23]([F:24])([F:26])[F:25])[CH:4]=1, predict the reactants needed to synthesize it. The reactants are: [CH3:1][O:2][C:3]1[CH:8]=[CH:7][C:6]([NH:9][C:10](=[O:22])[CH2:11][C:12]2[CH:21]=[CH:20][C:15]([C:16]([O:18]C)=[O:17])=[CH:14][CH:13]=2)=[C:5]([C:23]([F:26])([F:25])[F:24])[CH:4]=1.[OH-].[Na+]. (3) Given the product [CH3:16][C:3]1[CH:4]=[C:5]([CH2:8][C:9]([O:11][C:12]([CH3:13])([CH3:15])[CH3:14])=[O:10])[CH:6]=[CH:7][C:2]=1[NH:1][C:33]([NH:32][C:27]1[CH:28]=[CH:29][CH:30]=[CH:31][C:26]=1[C:25]([F:24])([F:35])[F:36])=[O:34], predict the reactants needed to synthesize it. The reactants are: [NH2:1][C:2]1[CH:7]=[CH:6][C:5]([CH2:8][C:9]([O:11][C:12]([CH3:15])([CH3:14])[CH3:13])=[O:10])=[CH:4][C:3]=1[CH3:16].CCN(CC)CC.[F:24][C:25]([F:36])([F:35])[C:26]1[CH:31]=[CH:30][CH:29]=[CH:28][C:27]=1[N:32]=[C:33]=[O:34]. (4) The reactants are: N[C:2]1[C:6]([C:7](=[O:9])[CH3:8])=[CH:5][N:4]([CH:10]([CH3:12])[CH3:11])[N:3]=1.CC1C=CC(S(O)(=O)=O)=CC=1.O.N([O-])=O.[Na+].[I-:29].[K+]. Given the product [I:29][C:2]1[C:6]([C:7](=[O:9])[CH3:8])=[CH:5][N:4]([CH:10]([CH3:12])[CH3:11])[N:3]=1, predict the reactants needed to synthesize it. (5) Given the product [CH3:24][O:23][C:10]1[C:11]([CH2:13][NH:14][C:15]([C:17]2[S:18][C:19]([Cl:22])=[CH:20][CH:21]=2)=[O:16])=[CH:12][N:8]([C:5]2[CH:4]=[CH:3][C:2]([N:1]3[CH2:26][CH2:27][O:28][CH2:29][C:30]3=[O:31])=[CH:7][CH:6]=2)[N:9]=1, predict the reactants needed to synthesize it. The reactants are: [NH2:1][C:2]1[CH:7]=[CH:6][C:5]([N:8]2[CH:12]=[C:11]([CH2:13][NH:14][C:15]([C:17]3[S:18][C:19]([Cl:22])=[CH:20][CH:21]=3)=[O:16])[C:10]([O:23][CH3:24])=[N:9]2)=[CH:4][CH:3]=1.Cl[CH2:26][CH2:27][O:28][CH2:29][C:30](Cl)=[O:31].CCN(C(C)C)C(C)C.C(=O)([O-])[O-].[Cs+].[Cs+].